From a dataset of NCI-60 drug combinations with 297,098 pairs across 59 cell lines. Regression. Given two drug SMILES strings and cell line genomic features, predict the synergy score measuring deviation from expected non-interaction effect. (1) Drug 1: C1CN(P(=O)(OC1)NCCCl)CCCl. Drug 2: B(C(CC(C)C)NC(=O)C(CC1=CC=CC=C1)NC(=O)C2=NC=CN=C2)(O)O. Cell line: M14. Synergy scores: CSS=8.32, Synergy_ZIP=-0.0826, Synergy_Bliss=-1.29, Synergy_Loewe=-63.7, Synergy_HSA=-0.620. (2) Drug 1: CC1=C2C(C(=O)C3(C(CC4C(C3C(C(C2(C)C)(CC1OC(=O)C(C(C5=CC=CC=C5)NC(=O)C6=CC=CC=C6)O)O)OC(=O)C7=CC=CC=C7)(CO4)OC(=O)C)O)C)OC(=O)C. Drug 2: C(CN)CNCCSP(=O)(O)O. Cell line: HOP-92. Synergy scores: CSS=22.4, Synergy_ZIP=-8.08, Synergy_Bliss=-7.19, Synergy_Loewe=-76.1, Synergy_HSA=-5.80. (3) Drug 1: CCC1(CC2CC(C3=C(CCN(C2)C1)C4=CC=CC=C4N3)(C5=C(C=C6C(=C5)C78CCN9C7C(C=CC9)(C(C(C8N6C)(C(=O)OC)O)OC(=O)C)CC)OC)C(=O)OC)O.OS(=O)(=O)O. Drug 2: COCCOC1=C(C=C2C(=C1)C(=NC=N2)NC3=CC=CC(=C3)C#C)OCCOC.Cl. Cell line: TK-10. Synergy scores: CSS=29.5, Synergy_ZIP=-6.64, Synergy_Bliss=-2.72, Synergy_Loewe=-0.124, Synergy_HSA=-0.344. (4) Drug 1: CC1=C(C=C(C=C1)C(=O)NC2=CC(=CC(=C2)C(F)(F)F)N3C=C(N=C3)C)NC4=NC=CC(=N4)C5=CN=CC=C5. Drug 2: C1C(C(OC1N2C=NC3=C2NC=NCC3O)CO)O. Cell line: SK-MEL-28. Synergy scores: CSS=0.0100, Synergy_ZIP=0.731, Synergy_Bliss=1.52, Synergy_Loewe=-0.778, Synergy_HSA=-0.294. (5) Drug 1: C1=C(C(=O)NC(=O)N1)F. Drug 2: C1=CN(C=N1)CC(O)(P(=O)(O)O)P(=O)(O)O. Cell line: MCF7. Synergy scores: CSS=26.5, Synergy_ZIP=6.82, Synergy_Bliss=6.35, Synergy_Loewe=5.45, Synergy_HSA=8.24. (6) Drug 1: C1=NC2=C(N1)C(=S)N=C(N2)N. Drug 2: C1C(C(OC1N2C=NC(=NC2=O)N)CO)O. Cell line: ACHN. Synergy scores: CSS=50.5, Synergy_ZIP=-2.56, Synergy_Bliss=-3.54, Synergy_Loewe=-0.923, Synergy_HSA=0.356. (7) Drug 1: COC1=NC(=NC2=C1N=CN2C3C(C(C(O3)CO)O)O)N. Drug 2: C1CN(P(=O)(OC1)NCCCl)CCCl. Cell line: HT29. Synergy scores: CSS=4.76, Synergy_ZIP=-1.81, Synergy_Bliss=-0.0634, Synergy_Loewe=-3.60, Synergy_HSA=1.09. (8) Drug 1: CC1=C2C(C(=O)C3(C(CC4C(C3C(C(C2(C)C)(CC1OC(=O)C(C(C5=CC=CC=C5)NC(=O)OC(C)(C)C)O)O)OC(=O)C6=CC=CC=C6)(CO4)OC(=O)C)O)C)O. Drug 2: CS(=O)(=O)CCNCC1=CC=C(O1)C2=CC3=C(C=C2)N=CN=C3NC4=CC(=C(C=C4)OCC5=CC(=CC=C5)F)Cl. Cell line: SF-295. Synergy scores: CSS=14.5, Synergy_ZIP=12.5, Synergy_Bliss=14.9, Synergy_Loewe=10.8, Synergy_HSA=12.0. (9) Drug 1: CC1C(C(=O)NC(C(=O)N2CCCC2C(=O)N(CC(=O)N(C(C(=O)O1)C(C)C)C)C)C(C)C)NC(=O)C3=C4C(=C(C=C3)C)OC5=C(C(=O)C(=C(C5=N4)C(=O)NC6C(OC(=O)C(N(C(=O)CN(C(=O)C7CCCN7C(=O)C(NC6=O)C(C)C)C)C)C(C)C)C)N)C. Drug 2: CCC1(CC2CC(C3=C(CCN(C2)C1)C4=CC=CC=C4N3)(C5=C(C=C6C(=C5)C78CCN9C7C(C=CC9)(C(C(C8N6C)(C(=O)OC)O)OC(=O)C)CC)OC)C(=O)OC)O.OS(=O)(=O)O. Cell line: HCC-2998. Synergy scores: CSS=1.80, Synergy_ZIP=-2.95, Synergy_Bliss=0.965, Synergy_Loewe=-2.00, Synergy_HSA=-1.73.